Dataset: Forward reaction prediction with 1.9M reactions from USPTO patents (1976-2016). Task: Predict the product of the given reaction. (1) Given the reactants C(OC(=O)[NH:7][C@:8]1([C:13](=[O:24])[NH:14][S:15]([C:18]2([CH2:21][O:22][CH3:23])[CH2:20][CH2:19]2)(=[O:17])=[O:16])[CH2:10][C@H:9]1[CH:11]=[CH2:12])(C)(C)C.[C:26]([OH:32])([C:28]([F:31])([F:30])[F:29])=[O:27], predict the reaction product. The product is: [F:29][C:28]([F:31])([F:30])[C:26]([OH:32])=[O:27].[NH2:7][C@:8]1([C:13]([NH:14][S:15]([C:18]2([CH2:21][O:22][CH3:23])[CH2:20][CH2:19]2)(=[O:17])=[O:16])=[O:24])[CH2:10][C@H:9]1[CH:11]=[CH2:12]. (2) The product is: [C:1]1([C:7]2[CH:12]=[C:11]([CH:13]3[CH2:18][C:17](=[O:19])[N:16]([CH3:20])[C:15](=[O:21])[CH2:14]3)[CH:10]=[CH:9][C:8]=2[NH:22][C:23]([C:25]2[NH:26][CH:27]=[C:28]([C:30]#[N:31])[N:29]=2)=[O:24])[CH2:6][CH2:5][CH2:4][CH2:3][CH:2]=1. Given the reactants [C:1]1([C:7]2[CH:12]=[C:11]([CH:13]3[CH2:18][C:17](=[O:19])[N:16]([CH3:20])[C:15](=[O:21])[CH2:14]3)[CH:10]=[CH:9][C:8]=2[NH:22][C:23]([C:25]2[N:26](COCC[Si](C)(C)C)[CH:27]=[C:28]([C:30]#[N:31])[N:29]=2)=[O:24])[CH2:6][CH2:5][CH2:4][CH2:3][CH:2]=1.CO.C(O)(C(F)(F)F)=O, predict the reaction product. (3) Given the reactants [F:1][C:2]1[CH:10]=[CH:9][C:8]2[N:7]([Si](CCC)(CCC)CCC)[CH:6]=[CH:5][C:4]=2[C:3]=1[C:21]([OH:23])=O.F[P-](F)(F)(F)(F)F.[N:31]1(OC(N(C)C)=[N+](C)C)C2N=CC=CC=2N=N1.O.N.O, predict the reaction product. The product is: [F:1][C:2]1[CH:10]=[CH:9][C:8]2[NH:7][CH:6]=[CH:5][C:4]=2[C:3]=1[C:21]([NH2:31])=[O:23].